This data is from Catalyst prediction with 721,799 reactions and 888 catalyst types from USPTO. The task is: Predict which catalyst facilitates the given reaction. (1) Reactant: [Cl:1][C:2]1[N:11]=[C:10](Cl)[C:9]2[C:4](=[CH:5][CH:6]=[C:7]([CH3:13])[CH:8]=2)[N:3]=1.[NH2:14][CH2:15][C:16]1([N:20]([CH2:28][C:29]2[CH:34]=[CH:33][CH:32]=[CH:31][CH:30]=2)[CH2:21][C:22]2[CH:27]=[CH:26][CH:25]=[CH:24][CH:23]=2)[CH2:19][O:18][CH2:17]1.[CH2:35](N(CC)CC)C. Product: [Cl:1][C:2]1[N:11]=[C:10]([NH:14][CH2:15][C:16]2([N:20]([CH2:21][C:22]3[CH:27]=[CH:26][CH:25]=[CH:24][CH:23]=3)[CH2:28][C:29]3[CH:34]=[CH:33][CH:32]=[CH:31][CH:30]=3)[CH2:19][O:18][CH2:17]2)[C:9]2[C:4](=[CH:5][CH:6]=[C:7]([CH2:13][CH3:35])[CH:8]=2)[N:3]=1. The catalyst class is: 5. (2) Reactant: [CH3:1][O:2][C:3](=[O:20])[C:4]1[CH:9]=[C:8]([NH2:10])[C:7]([NH:11][CH3:12])=[CH:6][C:5]=1[N:13]1[CH2:17][CH2:16][C:15]([F:19])([F:18])[CH2:14]1.[Cl:21][C:22]1[C:35]([N:36]=[C:37]=S)=[C:34]([Cl:39])[CH:33]=[CH:32][C:23]=1[CH2:24][NH:25][C:26](=[O:31])[C:27]([CH3:30])([CH3:29])[CH3:28].CC(C)N=C=NC(C)C. Product: [CH3:1][O:2][C:3]([C:4]1[C:5]([N:13]2[CH2:17][CH2:16][C:15]([F:19])([F:18])[CH2:14]2)=[CH:6][C:7]2[N:11]([CH3:12])[C:37]([NH:36][C:35]3[C:34]([Cl:39])=[CH:33][CH:32]=[C:23]([CH2:24][NH:25][C:26](=[O:31])[C:27]([CH3:30])([CH3:29])[CH3:28])[C:22]=3[Cl:21])=[N:10][C:8]=2[CH:9]=1)=[O:20]. The catalyst class is: 3. (3) Reactant: [C:1]([C:3]1[CH:8]=[CH:7][C:6]([CH2:9][CH2:10][C:11]([OH:13])=O)=[CH:5][CH:4]=1)#[N:2].S(Cl)(Cl)=O.[C:18]([NH2:22])([CH3:21])([CH3:20])[CH3:19].C(N(CC)CC)C. Product: [C:18]([NH:22][C:11]([CH2:10][CH2:9][C:6]1[CH:5]=[CH:4][C:3]([C:1]#[N:2])=[CH:8][CH:7]=1)=[O:13])([CH3:21])([CH3:20])[CH3:19]. The catalyst class is: 308. (4) Reactant: C[O:2][C:3](=[O:22])[C:4]1[CH:9]=[CH:8][CH:7]=[C:6]([O:10][CH2:11][CH2:12][CH2:13][NH:14][C:15]([O:17][C:18]([CH3:21])([CH3:20])[CH3:19])=[O:16])[CH:5]=1.[Li+].[OH-].Cl. Product: [C:18]([O:17][C:15]([NH:14][CH2:13][CH2:12][CH2:11][O:10][C:6]1[CH:5]=[C:4]([CH:9]=[CH:8][CH:7]=1)[C:3]([OH:22])=[O:2])=[O:16])([CH3:21])([CH3:19])[CH3:20]. The catalyst class is: 24. (5) Reactant: C1(P(CC)C2C=CC=CC=2)C=CC=CC=1.[CH3:16][C:17]1([CH3:24])[C:21]([CH3:23])([CH3:22])[O:20][BH:19][O:18]1.[C:25]([NH:28][C:29]([CH:41]1[CH2:44][C:43]([NH:52][C:53](=[O:60])[C:54]2[CH:59]=[CH:58][CH:57]=[CH:56][CH:55]=2)([C:45]2[CH:50]=[CH:49][C:48]([Cl:51])=[CH:47][CH:46]=2)[CH2:42]1)([CH2:37][CH2:38][CH:39]=[CH2:40])[C:30]([NH:32][C:33]([CH3:36])([CH3:35])[CH3:34])=[O:31])(=[O:27])[CH3:26]. Product: [C:25]([NH:28][C:29]([CH:41]1[CH2:44][C:43]([NH:52][C:53](=[O:60])[C:54]2[CH:59]=[CH:58][CH:57]=[CH:56][CH:55]=2)([C:45]2[CH:50]=[CH:49][C:48]([Cl:51])=[CH:47][CH:46]=2)[CH2:42]1)([CH2:37][CH2:38][CH2:39][CH2:40][B:19]1[O:20][C:21]([CH3:23])([CH3:22])[C:17]([CH3:24])([CH3:16])[O:18]1)[C:30]([NH:32][C:33]([CH3:36])([CH3:34])[CH3:35])=[O:31])(=[O:27])[CH3:26]. The catalyst class is: 4. (6) Reactant: ClC1C=CC=C(C(OO)=[O:9])C=1.[Cl:12][C:13]1[C:14]([N+:23]([O-:25])=[O:24])=[C:15]2[C:20](=[CH:21][CH:22]=1)[N:19]=[CH:18][CH:17]=[CH:16]2.C([O-])([O-])=O.[Na+].[Na+].[OH-].[Na+]. Product: [Cl:12][C:13]1[C:14]([N+:23]([O-:25])=[O:24])=[C:15]2[C:20](=[CH:21][CH:22]=1)[N+:19]([O-:9])=[CH:18][CH:17]=[CH:16]2. The catalyst class is: 22. (7) Reactant: [Br:1][C:2]1[CH:8]=[CH:7][C:6]([O:9][CH3:10])=[C:4]([OH:5])[C:3]=1[OH:11].Br[CH2:13][CH2:14]Br.[F-].[K+].O. Product: [Br:1][C:2]1[C:3]2[O:11][CH2:14][CH2:13][O:5][C:4]=2[C:6]([O:9][CH3:10])=[CH:7][CH:8]=1. The catalyst class is: 3.